From a dataset of Reaction yield outcomes from USPTO patents with 853,638 reactions. Predict the reaction yield, written as a fraction of the theoretical maximum amount of product (1.0 means a 100% yield; for example, 0.34 means a 34% yield). The reactants are [CH2:1]([O:3][C:4]([C:6]1[CH:22]=[CH:21][C:9]([O:10][Si:11]([CH:18]([CH3:20])[CH3:19])([CH:15]([CH3:17])[CH3:16])[CH:12]([CH3:14])[CH3:13])=[CH:8][C:7]=1[C:23]([CH3:26])([CH3:25])[CH3:24])=[CH2:5])[CH3:2].[CH2:27](I)I. The catalyst is [Zn]. The product is [CH2:1]([O:3][C:4]1([C:6]2[CH:22]=[CH:21][C:9]([O:10][Si:11]([CH:15]([CH3:16])[CH3:17])([CH:12]([CH3:13])[CH3:14])[CH:18]([CH3:19])[CH3:20])=[CH:8][C:7]=2[C:23]([CH3:26])([CH3:25])[CH3:24])[CH2:27][CH2:5]1)[CH3:2]. The yield is 0.660.